Predict the reactants needed to synthesize the given product. From a dataset of Full USPTO retrosynthesis dataset with 1.9M reactions from patents (1976-2016). The reactants are: [C:1]([O:5][C:6]([NH:8][CH2:9][C:10]1([C:13](O)=[O:14])[CH2:12][CH2:11]1)=[O:7])([CH3:4])([CH3:3])[CH3:2].O1CCCC1.B.[NH4+].[Cl-]. Given the product [C:1]([O:5][C:6](=[O:7])[NH:8][CH2:9][C:10]1([CH2:13][OH:14])[CH2:11][CH2:12]1)([CH3:4])([CH3:2])[CH3:3], predict the reactants needed to synthesize it.